Dataset: Peptide-MHC class II binding affinity with 134,281 pairs from IEDB. Task: Regression. Given a peptide amino acid sequence and an MHC pseudo amino acid sequence, predict their binding affinity value. This is MHC class II binding data. (1) The peptide sequence is EEDIEIIPIQEEEY. The MHC is HLA-DQA10102-DQB10602 with pseudo-sequence HLA-DQA10102-DQB10602. The binding affinity (normalized) is 0.451. (2) The peptide sequence is SQDLELSWNLNGLQAC. The MHC is HLA-DQA10101-DQB10501 with pseudo-sequence HLA-DQA10101-DQB10501. The binding affinity (normalized) is 0.898. (3) The peptide sequence is RTFVATFGAASNKAF. The MHC is HLA-DPA10103-DPB10401 with pseudo-sequence HLA-DPA10103-DPB10401. The binding affinity (normalized) is 0.572. (4) The peptide sequence is AAATAGTTVYMAFAA. The MHC is HLA-DPA10103-DPB10601 with pseudo-sequence HLA-DPA10103-DPB10601. The binding affinity (normalized) is 0.0807.